Dataset: Reaction yield outcomes from USPTO patents with 853,638 reactions. Task: Predict the reaction yield, written as a fraction of the theoretical maximum amount of product (1.0 means a 100% yield; for example, 0.34 means a 34% yield). The reactants are [Cl:1][C:2]1[C:3]([F:28])=[C:4]([CH:25]=[CH:26][CH:27]=1)[NH:5][C:6]1[C:15]2[C:10](=[CH:11][C:12]([O:23][CH3:24])=[C:13]([O:16][CH:17]3[CH2:22][CH2:21][NH:20][CH2:19][CH2:18]3)[CH:14]=2)[N:9]=[CH:8][N:7]=1.C(N(C(C)C)CC)(C)C.[CH3:38][S:39](Cl)(=[O:41])=[O:40]. The catalyst is C(Cl)Cl. The product is [Cl:1][C:2]1[C:3]([F:28])=[C:4]([CH:25]=[CH:26][CH:27]=1)[NH:5][C:6]1[C:15]2[C:10](=[CH:11][C:12]([O:23][CH3:24])=[C:13]([O:16][CH:17]3[CH2:22][CH2:21][N:20]([S:39]([CH3:38])(=[O:41])=[O:40])[CH2:19][CH2:18]3)[CH:14]=2)[N:9]=[CH:8][N:7]=1. The yield is 0.400.